Dataset: Full USPTO retrosynthesis dataset with 1.9M reactions from patents (1976-2016). Task: Predict the reactants needed to synthesize the given product. (1) Given the product [N+:8]([C:5]1[N:6]=[CH:7][C:2]([N:12]2[CH2:15][CH:14]([OH:16])[CH2:13]2)=[CH:3][CH:4]=1)([O-:10])=[O:9], predict the reactants needed to synthesize it. The reactants are: Br[C:2]1[CH:3]=[CH:4][C:5]([N+:8]([O-:10])=[O:9])=[N:6][CH:7]=1.Cl.[NH:12]1[CH2:15][CH:14]([OH:16])[CH2:13]1.C(=O)([O-])[O-].[K+].[K+].C(OCC)(=O)C.C([O-])(O)=O.[Na+]. (2) Given the product [Br:12][CH2:13][C:5]([CH2:4][CH2:3][C:2]([F:10])([F:11])[F:1])([C:8]#[N:9])[C:6]#[N:7], predict the reactants needed to synthesize it. The reactants are: [F:1][C:2]([F:11])([F:10])[CH2:3][CH2:4][CH:5]([C:8]#[N:9])[C:6]#[N:7].[Br:12][CH2:13]Br.C(=O)([O-])[O-].[K+].[K+].CS(C)=O. (3) Given the product [CH3:14][NH:15][CH2:9][C:8]1[CH:7]=[C:6]([CH:13]=[CH:12][CH:11]=1)[O:5][CH2:4][CH2:3][CH2:2][OH:1], predict the reactants needed to synthesize it. The reactants are: [OH:1][CH2:2][CH2:3][CH2:4][O:5][C:6]1[CH:7]=[C:8]([CH:11]=[CH:12][CH:13]=1)[CH:9]=O.[CH3:14][NH2:15].[BH4-].[Na+]. (4) Given the product [Si:18]([O:1][C:2]1[CH:3]=[CH:4][C:5]2[O:9][C:8](=[O:10])[NH:7][C:6]=2[CH:11]=1)([C:21]([CH3:24])([CH3:23])[CH3:22])([CH3:20])[CH3:19], predict the reactants needed to synthesize it. The reactants are: [OH:1][C:2]1[CH:3]=[CH:4][C:5]2[O:9][C:8](=[O:10])[NH:7][C:6]=2[CH:11]=1.N1C=CN=C1.Cl[Si:18]([C:21]([CH3:24])([CH3:23])[CH3:22])([CH3:20])[CH3:19].